Dataset: Full USPTO retrosynthesis dataset with 1.9M reactions from patents (1976-2016). Task: Predict the reactants needed to synthesize the given product. (1) The reactants are: [CH3:1][O:2][CH2:3][O:4][C:5]1[CH:10]=[CH:9][C:8]([C:11]([C:13]2[CH:18]=[CH:17][CH:16]=[CH:15][C:14]=2[N+:19]([O-])=O)=[O:12])=[CH:7][CH:6]=1. Given the product [NH2:19][C:14]1[CH:15]=[CH:16][CH:17]=[CH:18][C:13]=1[C:11]([C:8]1[CH:9]=[CH:10][C:5]([O:4][CH2:3][O:2][CH3:1])=[CH:6][CH:7]=1)=[O:12], predict the reactants needed to synthesize it. (2) Given the product [Cl:1][C:2]1[CH:3]=[CH:4][C:5]([C:9]2[S:10][C:11]3[CH:17]=[CH:16][C:15]([CH2:18][N:20]4[CH2:24][CH2:23][CH2:22][CH2:21]4)=[CH:14][C:12]=3[N:13]=2)=[C:6]([OH:8])[CH:7]=1, predict the reactants needed to synthesize it. The reactants are: [Cl:1][C:2]1[CH:3]=[CH:4][C:5]([C:9]2[S:10][C:11]3[CH:17]=[CH:16][C:15]([C:18]([N:20]4[CH2:24][CH2:23][CH2:22][CH2:21]4)=O)=[CH:14][C:12]=3[N:13]=2)=[C:6]([OH:8])[CH:7]=1.[H-].[Al+3].[Li+].[H-].[H-].[H-]. (3) The reactants are: Cl[C:2]1[N:7]=[C:6]([N:8]2[CH:12]=[CH:11][C:10]([C:13]([F:16])([F:15])[F:14])=[N:9]2)[N:5]=[C:4]([O:17][CH3:18])[CH:3]=1.[Cl:19][C:20]1[CH:21]=[C:22](B(O)O)[CH:23]=[CH:24][CH:25]=1.COC1C=C(C2C=CC=CC=2)N=C(N2C=CC(C(F)(F)F)=N2)N=1. Given the product [CH3:18][O:17][C:4]1[CH:3]=[C:2]([C:24]2[CH:23]=[CH:22][CH:21]=[C:20]([Cl:19])[CH:25]=2)[N:7]=[C:6]([N:8]2[CH:12]=[CH:11][C:10]([C:13]([F:16])([F:15])[F:14])=[N:9]2)[N:5]=1, predict the reactants needed to synthesize it. (4) Given the product [Cl:16][C:17]1[C:25]2[C:20](=[N:21][CH:22]=[C:23]([C:2]3[C:6]([C:7]4[CH:12]=[CH:11][N:10]=[CH:9][N:8]=4)=[CH:5][N:4]([CH:13]([CH3:15])[CH3:14])[N:3]=3)[CH:24]=2)[NH:19][CH:18]=1, predict the reactants needed to synthesize it. The reactants are: I[C:2]1[C:6]([C:7]2[CH:12]=[CH:11][N:10]=[CH:9][N:8]=2)=[CH:5][N:4]([CH:13]([CH3:15])[CH3:14])[N:3]=1.[Cl:16][C:17]1[C:25]2[C:20](=[N:21][CH:22]=[C:23](B3OC(C)(C)C(C)(C)O3)[CH:24]=2)[NH:19][CH:18]=1.C([O-])([O-])=O.[Na+].[Na+].O. (5) Given the product [C:1]([C:5]1[N:9]=[C:8]2[C:10]([C:11]#[N:12])=[C:20]([C:21]3[CH:26]=[CH:25][CH:24]=[CH:23][CH:22]=3)[C:17]([CH2:18][CH3:19])=[C:16]([OH:15])[N:7]2[N:6]=1)([CH3:4])([CH3:2])[CH3:3], predict the reactants needed to synthesize it. The reactants are: [C:1]([C:5]1[N:9]=[C:8]([CH2:10][C:11]#[N:12])[NH:7][N:6]=1)([CH3:4])([CH3:3])[CH3:2].C([O:15][C:16](=O)[CH:17]([C:20](=O)[C:21]1[CH:26]=[CH:25][CH:24]=[CH:23][CH:22]=1)[CH2:18][CH3:19])C.C([O-])(=O)C.[NH4+]. (6) Given the product [CH2:8]([S:4][C:5]1[S:13][C:2]2[CH:1]=[CH:10][CH:11]=[CH:12][C:7]=2[N:6]=1)[CH3:9], predict the reactants needed to synthesize it. The reactants are: [CH2:1](O)[CH3:2].[S:4]1[C:8]2[CH:9]=[CH:10][CH:11]=[CH:12][C:7]=2[N:6]=[C:5]1[SH:13].C1(P(C2C=CC=CC=2)C2C=CC=CC=2)C=CC=CC=1. (7) Given the product [SH:14][C:2]1[CH:7]=[CH:6][C:5]([C:8]([F:11])([F:10])[F:9])=[CH:4][N:3]=1, predict the reactants needed to synthesize it. The reactants are: Cl[C:2]1[CH:7]=[CH:6][C:5]([C:8]([F:11])([F:10])[F:9])=[CH:4][N:3]=1.NC(N)=[S:14].[OH-].[K+]. (8) Given the product [O:20]1[CH2:21][CH2:22][O:23][CH2:24][CH:19]1[C:18]1[C:12]2[S:11][C:10]([NH:9][C:8]([N:28]3[CH2:33][CH2:32][CH:31]([CH2:34][OH:35])[CH2:30][CH2:29]3)=[O:27])=[N:14][C:13]=2[C:15]([O:25][CH3:26])=[CH:16][CH:17]=1, predict the reactants needed to synthesize it. The reactants are: C1(O[C:8](=[O:27])[NH:9][C:10]2[S:11][C:12]3[C:18]([CH:19]4[CH2:24][O:23][CH2:22][CH2:21][O:20]4)=[CH:17][CH:16]=[C:15]([O:25][CH3:26])[C:13]=3[N:14]=2)C=CC=CC=1.[NH:28]1[CH2:33][CH2:32][CH:31]([CH2:34][OH:35])[CH2:30][CH2:29]1.N1C=CC=CC=1.